Task: Binary Classification. Given a miRNA mature sequence and a target amino acid sequence, predict their likelihood of interaction.. Dataset: Experimentally validated miRNA-target interactions with 360,000+ pairs, plus equal number of negative samples (1) Result: 0 (no interaction). The miRNA is mmu-miR-7018-5p with sequence GUGAGCAGACAGGGAGUGGUGGGG. The protein sequence of the target gene is MGIPVGKSMLVLLISLAFALCCIAAYGPGETLCGGELVDTLQFVCSDRGFYFSRPSSRANRRSRGIVEECCFRSCDLALLETYCATPAKSERDVSTSQAVLPDDFPRYPVGKFFQYDTWRQSAGRLRRGLPALLRARRGRMLAKELKEFREAKRHRPLIVLPPKDPAHGGASSEMSSNHQ. (2) The miRNA is hsa-miR-6727-5p with sequence CUCGGGGCAGGCGGCUGGGAGCG. The protein sequence of the target gene is MKIPSGRCNMAAAMETEQLGVEIFETAECEEGNGESQDRPKLEPFYVERYSWSQLKKLLADTRKYHGYMMAKAPHDFMFVKRTDPDGPHSDRVYYLAMSGENRENTLFYSEIPKTINRAAVLMLSWKPLLDLFQATLDYGMYSREEELLRERKRIGTVGIAAYDYHPGSGTFLFQAGSGIYHIKDGGPHGFTQQPLRPNLVETSCPNIRMDPKLCPADPDWIAFIHSNDIWISNLVTREERRITYVHNELANMEEDPRSAGVATFVLQEEFDRYSGYWWCPQAERTPSGGKILRILYEEN.... Result: 0 (no interaction). (3) The miRNA is hsa-miR-325 with sequence CCUAGUAGGUGUCCAGUAAGUGU. The protein sequence of the target gene is MAENDVDNELLDYEDDEVETAAGADGTEAPAKKDVKGSYVSIHSSGFRDFLLKPELLRAIVDCGFEHPSEVQHECIPQAILGMDVLCQAKSGMGKTAVFVLATLQQLEPVTGQVSVLVMCHTRELAFQISKEYERFSKYMPNVKVAVFFGGLSIKKDEEVLKKNCPHIVVGTPGRILALARNKSLNLKHIKHFILDECDKMLEQLDMRRDVQEIFRMTPHEKQVMMFSATLSKEIRPVCRKFMQDPMEIFVDDETKLTLHGLQQYYVKLKDNEKNRKLFDLLDVLEFNQVVIFVKSVQRC.... Result: 0 (no interaction). (4) The miRNA is hsa-miR-138-2-3p with sequence GCUAUUUCACGACACCAGGGUU. The protein sequence of the target gene is MSGPRPVVLSGPSGAGKSTLLKRLLQEHSGIFGFSVSHTTRNPRPGEENGKDYYFVTREVMQRDIAAGDFIEHAEFSGNLYGTSKVAVQAVQAMNRICVLDVDLQGVRNIKATDLRPIYISVQPPSLHVLEQRLRQRNTETEESLVKRLAAAQADMESSKEPGLFDVVIINDSLDQAYAELKEALSEEIKKAQRTGA. Result: 0 (no interaction).